The task is: Regression. Given a peptide amino acid sequence and an MHC pseudo amino acid sequence, predict their binding affinity value. This is MHC class I binding data.. This data is from Peptide-MHC class I binding affinity with 185,985 pairs from IEDB/IMGT. (1) The peptide sequence is VSSDYDML. The MHC is H-2-Db with pseudo-sequence H-2-Db. The binding affinity (normalized) is 0. (2) The peptide sequence is YQTYVSPGA. The MHC is HLA-A02:11 with pseudo-sequence HLA-A02:11. The binding affinity (normalized) is 0.0847. (3) The peptide sequence is WAASAETPL. The MHC is HLA-A02:12 with pseudo-sequence HLA-A02:12. The binding affinity (normalized) is 0.0847. (4) The peptide sequence is QSPQPVRVK. The MHC is HLA-B58:01 with pseudo-sequence HLA-B58:01. The binding affinity (normalized) is 0.0847. (5) The peptide sequence is ASYRLCLYR. The MHC is HLA-B07:02 with pseudo-sequence HLA-B07:02. The binding affinity (normalized) is 0.0847. (6) The peptide sequence is FSFPQITLW. The MHC is HLA-B15:01 with pseudo-sequence HLA-B15:01. The binding affinity (normalized) is 0.729. (7) The peptide sequence is SLRAEDTAVY. The MHC is HLA-A30:02 with pseudo-sequence HLA-A30:02. The binding affinity (normalized) is 0.555. (8) The peptide sequence is IQNALEKAL. The MHC is HLA-B15:01 with pseudo-sequence HLA-B15:01. The binding affinity (normalized) is 0.511. (9) The peptide sequence is IVLPEKDSW. The MHC is HLA-A11:01 with pseudo-sequence HLA-A11:01. The binding affinity (normalized) is 0.0371. (10) The peptide sequence is DAIKSNNHLT. The MHC is HLA-A02:02 with pseudo-sequence HLA-A02:02. The binding affinity (normalized) is 0.0557.